Dataset: Full USPTO retrosynthesis dataset with 1.9M reactions from patents (1976-2016). Task: Predict the reactants needed to synthesize the given product. (1) Given the product [Br:1][C:2]1[C:3]([CH3:9])=[CH:4][C:5]([OH:8])=[C:6]([C:11]([CH3:13])([CH3:12])[CH3:10])[CH:7]=1, predict the reactants needed to synthesize it. The reactants are: [Br:1][C:2]1[CH:7]=[CH:6][C:5]([OH:8])=[CH:4][C:3]=1[CH3:9].[CH3:10][C:11](O)([CH3:13])[CH3:12].S(=O)(=O)(O)O. (2) Given the product [ClH:31].[NH2:5][CH2:4]/[CH:3]=[C:2](/[F:1])\[CH2:13][O:15][C:16]1[CH:30]=[CH:29][C:19]([C:20]([NH:22][CH:23]2[CH2:28][CH2:27][CH2:26][CH2:25][CH2:24]2)=[O:21])=[CH:18][C:17]=1[Cl:31], predict the reactants needed to synthesize it. The reactants are: [F:1]/[C:2](/[CH2:13]Br)=[CH:3]/[CH2:4][NH:5]C(=O)OC(C)(C)C.[OH:15][C:16]1[CH:30]=[CH:29][C:19]([C:20]([NH:22][CH:23]2[CH2:28][CH2:27][CH2:26][CH2:25][CH2:24]2)=[O:21])=[CH:18][C:17]=1[Cl:31]. (3) Given the product [CH3:19][O:20][C:21]1[CH:22]=[C:23]2[C:27](=[CH:28][CH:29]=1)[CH2:26][N:25]([C:2]1[N:7]=[CH:6][N:5]=[C:4]([NH:8][C:9]3[CH:10]=[C:11]4[C:15](=[CH:16][CH:17]=3)[NH:14][N:13]=[CH:12]4)[CH:3]=1)[CH2:24]2, predict the reactants needed to synthesize it. The reactants are: Cl[C:2]1[N:7]=[CH:6][N:5]=[C:4]([NH:8][C:9]2[CH:10]=[C:11]3[C:15](=[CH:16][CH:17]=2)[NH:14][N:13]=[CH:12]3)[CH:3]=1.Cl.[CH3:19][O:20][C:21]1[CH:22]=[C:23]2[C:27](=[CH:28][CH:29]=1)[CH2:26][NH:25][CH2:24]2.C([O-])([O-])=O.[K+].[K+]. (4) Given the product [CH2:8]([O:10][C:11]([C:13]1[CH:17]=[C:16]([C:18]2[N:19]=[CH:20][NH:21][CH:22]=2)[N:15]([C:42]2[CH:43]=[N:44][C:45]([O:48][CH3:49])=[CH:46][CH:47]=2)[N:14]=1)=[O:12])[CH3:9], predict the reactants needed to synthesize it. The reactants are: FC(F)(F)C(O)=O.[CH2:8]([O:10][C:11]([C:13]1[CH:17]=[C:16]([C:18]2[N:19]=[CH:20][N:21](C(C3C=CC=CC=3)(C3C=CC=CC=3)C3C=CC=CC=3)[CH:22]=2)[N:15]([C:42]2[CH:43]=[N:44][C:45]([O:48][CH3:49])=[CH:46][CH:47]=2)[N:14]=1)=[O:12])[CH3:9].C(=O)([O-])O.[Na+].C(Cl)(Cl)Cl. (5) Given the product [C:1]([Si:5]([CH3:30])([CH3:29])[O:6][C@@H:7]1[CH2:12][CH2:11][C@H:10]([N:13]2[CH2:17][CH2:16][CH:15]([CH2:18][C:19]3[C:20]([Cl:27])=[CH:21][C:22]([O:26][CH:32]([CH3:34])[CH3:33])=[CH:23][C:24]=3[Cl:25])[C:14]2=[O:28])[CH2:9][CH2:8]1)([CH3:2])([CH3:4])[CH3:3], predict the reactants needed to synthesize it. The reactants are: [C:1]([Si:5]([CH3:30])([CH3:29])[O:6][C@@H:7]1[CH2:12][CH2:11][C@H:10]([N:13]2[CH2:17][CH2:16][CH:15]([CH2:18][C:19]3[C:24]([Cl:25])=[CH:23][C:22]([OH:26])=[CH:21][C:20]=3[Cl:27])[C:14]2=[O:28])[CH2:9][CH2:8]1)([CH3:4])([CH3:3])[CH3:2].Br[CH:32]([CH3:34])[CH3:33].C(=O)([O-])[O-].[K+].[K+]. (6) The reactants are: [OH-].[Na+].[Cl:3][C:4]1[C:12]2[C:7](=[N:8][CH:9]=[CH:10][C:11]=2[O:13][C:14]2[CH:19]=[CH:18][C:17]([NH:20]C(=O)C(F)(F)F)=[CH:16][C:15]=2[F:27])[NH:6][CH:5]=1. Given the product [Cl:3][C:4]1[C:12]2[C:7](=[N:8][CH:9]=[CH:10][C:11]=2[O:13][C:14]2[CH:19]=[CH:18][C:17]([NH2:20])=[CH:16][C:15]=2[F:27])[NH:6][CH:5]=1, predict the reactants needed to synthesize it. (7) Given the product [CH2:1]([N:3]1[C:12]2[C:7](=[CH:8][C:9]([C:13]([OH:15])=[O:14])=[CH:10][CH:11]=2)[C:6](=[O:17])[N:5]([CH2:18][CH3:19])[C:4]1=[O:20])[CH3:2], predict the reactants needed to synthesize it. The reactants are: [CH2:1]([N:3]1[C:12]2[C:7](=[CH:8][C:9]([C:13]([O:15]C)=[O:14])=[CH:10][CH:11]=2)[C:6](=[O:17])[N:5]([CH2:18][CH3:19])[C:4]1=[O:20])[CH3:2].[OH-].[Li+].C1COCC1.Cl.